The task is: Predict which catalyst facilitates the given reaction.. This data is from Catalyst prediction with 721,799 reactions and 888 catalyst types from USPTO. (1) Reactant: C([O:3][C:4]([C:6]1[CH:7]=[N:8][N:9]([C:11]2[CH:16]=[CH:15][CH:14]=[CH:13][CH:12]=2)[CH:10]=1)=[O:5])C.[OH-].[Na+]. Product: [C:11]1([N:9]2[CH:10]=[C:6]([C:4]([OH:5])=[O:3])[CH:7]=[N:8]2)[CH:16]=[CH:15][CH:14]=[CH:13][CH:12]=1. The catalyst class is: 111. (2) The catalyst class is: 3. Reactant: [NH2:1][C:2]1[N:10]=[CH:9][N:8]=[C:7]2[C:3]=1[N:4]=[C:5]([S:15][C:16]1[S:17][C:18]3[C:24]([Cl:25])=[CH:23][CH:22]=[CH:21][C:19]=3[N:20]=1)[N:6]2[CH2:11][CH2:12][CH2:13][OH:14].[S:26](Cl)(=[O:29])(=[O:28])[NH2:27].C(=O)([O-])[O-].[Ca+2]. Product: [NH2:1][C:2]1[N:10]=[CH:9][N:8]=[C:7]2[C:3]=1[N:4]=[C:5]([S:15][C:16]1[S:17][C:18]3[C:24]([Cl:25])=[CH:23][CH:22]=[CH:21][C:19]=3[N:20]=1)[N:6]2[CH2:11][CH2:12][CH2:13][O:14][S:26](=[O:29])(=[O:28])[NH2:27]. (3) Reactant: [F:1][C:2]([F:20])([F:19])[CH2:3][N:4]1[CH2:9][CH2:8][CH:7]([C:10]2[CH:18]=[CH:17][C:13]([C:14](O)=O)=[CH:12][CH:11]=2)[CH2:6][CH2:5]1.[Cl:21][C:22]1[N:27]=[CH:26][N:25]=[C:24]([NH2:28])[C:23]=1[NH2:29]. Product: [Cl:21][C:22]1[N:27]=[CH:26][N:25]=[C:24]2[C:23]=1[N:29]=[C:14]([C:13]1[CH:17]=[CH:18][C:10]([CH:7]3[CH2:8][CH2:9][N:4]([CH2:3][C:2]([F:20])([F:19])[F:1])[CH2:5][CH2:6]3)=[CH:11][CH:12]=1)[NH:28]2. The catalyst class is: 265.